From a dataset of Reaction yield outcomes from USPTO patents with 853,638 reactions. Predict the reaction yield, written as a fraction of the theoretical maximum amount of product (1.0 means a 100% yield; for example, 0.34 means a 34% yield). The reactants are [CH:1]([C:4]1[CH:9]=[CH:8][C:7]([C@H:10]2[C:14]3[C:15]([CH3:21])=[C:16]([NH2:20])[C:17]([CH3:19])=[CH:18][C:13]=3[O:12][CH2:11]2)=[CH:6][CH:5]=1)([CH3:3])[CH3:2].CCC[CH2:25][CH2:26][CH3:27].C([O:31][CH2:32][CH3:33])(=O)C.[CH:34](Cl)(Cl)Cl. No catalyst specified. The product is [CH:1]([C:4]1[CH:5]=[CH:6][C:7]([C@H:10]2[C:14]3[C:15]([CH3:21])=[C:16]([NH:20][C:32](=[O:31])[CH2:33][C:26]([CH3:25])([CH3:27])[CH3:34])[C:17]([CH3:19])=[CH:18][C:13]=3[O:12][CH2:11]2)=[CH:8][CH:9]=1)([CH3:3])[CH3:2]. The yield is 0.840.